Dataset: Peptide-MHC class I binding affinity with 185,985 pairs from IEDB/IMGT. Task: Regression. Given a peptide amino acid sequence and an MHC pseudo amino acid sequence, predict their binding affinity value. This is MHC class I binding data. (1) The peptide sequence is VLNPYMPSV. The MHC is HLA-A02:03 with pseudo-sequence HLA-A02:03. The binding affinity (normalized) is 0.825. (2) The peptide sequence is RSLYNTVATLY. The MHC is HLA-B58:01 with pseudo-sequence HLA-B58:01. The binding affinity (normalized) is 0.766. (3) The peptide sequence is TQRKKTLGF. The MHC is HLA-B07:02 with pseudo-sequence HLA-B07:02. The binding affinity (normalized) is 0.0847. (4) The peptide sequence is SYIRYFTVF. The MHC is HLA-C06:02 with pseudo-sequence HLA-C06:02. The binding affinity (normalized) is 0.0847. (5) The peptide sequence is EDFEIFYNL. The MHC is HLA-A26:01 with pseudo-sequence HLA-A26:01. The binding affinity (normalized) is 0.0847. (6) The binding affinity (normalized) is 0.169. The MHC is HLA-B27:05 with pseudo-sequence HLA-B27:05. The peptide sequence is RRFFPYFV. (7) The peptide sequence is EAEKQLQQY. The MHC is HLA-A02:19 with pseudo-sequence HLA-A02:19. The binding affinity (normalized) is 0.0847. (8) The peptide sequence is ITTEQEIQF. The MHC is Mamu-A02 with pseudo-sequence Mamu-A02. The binding affinity (normalized) is 0.